This data is from NCI-60 drug combinations with 297,098 pairs across 59 cell lines. The task is: Regression. Given two drug SMILES strings and cell line genomic features, predict the synergy score measuring deviation from expected non-interaction effect. (1) Drug 1: COC1=CC(=CC(=C1O)OC)C2C3C(COC3=O)C(C4=CC5=C(C=C24)OCO5)OC6C(C(C7C(O6)COC(O7)C8=CC=CS8)O)O. Drug 2: CN1C2=C(C=C(C=C2)N(CCCl)CCCl)N=C1CCCC(=O)O.Cl. Cell line: COLO 205. Synergy scores: CSS=49.2, Synergy_ZIP=9.86, Synergy_Bliss=11.7, Synergy_Loewe=-19.3, Synergy_HSA=8.29. (2) Drug 1: CC1OCC2C(O1)C(C(C(O2)OC3C4COC(=O)C4C(C5=CC6=C(C=C35)OCO6)C7=CC(=C(C(=C7)OC)O)OC)O)O. Drug 2: CC1=CC=C(C=C1)C2=CC(=NN2C3=CC=C(C=C3)S(=O)(=O)N)C(F)(F)F. Cell line: U251. Synergy scores: CSS=54.4, Synergy_ZIP=1.23, Synergy_Bliss=0.874, Synergy_Loewe=-1.50, Synergy_HSA=2.92. (3) Drug 1: CN(C)C1=NC(=NC(=N1)N(C)C)N(C)C. Drug 2: CS(=O)(=O)OCCCCOS(=O)(=O)C. Cell line: SNB-19. Synergy scores: CSS=1.71, Synergy_ZIP=-2.25, Synergy_Bliss=-1.08, Synergy_Loewe=-6.17, Synergy_HSA=-2.86. (4) Drug 1: CC1=C2C(C(=O)C3(C(CC4C(C3C(C(C2(C)C)(CC1OC(=O)C(C(C5=CC=CC=C5)NC(=O)OC(C)(C)C)O)O)OC(=O)C6=CC=CC=C6)(CO4)OC(=O)C)O)C)O. Cell line: MOLT-4. Synergy scores: CSS=49.8, Synergy_ZIP=1.39, Synergy_Bliss=1.97, Synergy_Loewe=-36.1, Synergy_HSA=2.24. Drug 2: CCC1=C2CN3C(=CC4=C(C3=O)COC(=O)C4(CC)O)C2=NC5=C1C=C(C=C5)O. (5) Drug 1: CN(C)C1=NC(=NC(=N1)N(C)C)N(C)C. Drug 2: CC1=C2C(C(=O)C3(C(CC4C(C3C(C(C2(C)C)(CC1OC(=O)C(C(C5=CC=CC=C5)NC(=O)OC(C)(C)C)O)O)OC(=O)C6=CC=CC=C6)(CO4)OC(=O)C)O)C)O. Cell line: HOP-62. Synergy scores: CSS=11.8, Synergy_ZIP=0.721, Synergy_Bliss=4.89, Synergy_Loewe=-28.3, Synergy_HSA=-0.0666. (6) Drug 1: CN1C2=C(C=C(C=C2)N(CCCl)CCCl)N=C1CCCC(=O)O.Cl. Drug 2: COC1=NC(=NC2=C1N=CN2C3C(C(C(O3)CO)O)O)N. Cell line: RXF 393. Synergy scores: CSS=-2.00, Synergy_ZIP=-0.247, Synergy_Bliss=-2.29, Synergy_Loewe=-2.46, Synergy_HSA=-2.65. (7) Drug 1: C1=NC2=C(N1)C(=S)N=C(N2)N. Drug 2: C1CC(C1)(C(=O)O)C(=O)O.[NH2-].[NH2-].[Pt+2]. Cell line: TK-10. Synergy scores: CSS=21.1, Synergy_ZIP=-9.96, Synergy_Bliss=-9.50, Synergy_Loewe=-8.45, Synergy_HSA=-6.87.